From a dataset of Reaction yield outcomes from USPTO patents with 853,638 reactions. Predict the reaction yield, written as a fraction of the theoretical maximum amount of product (1.0 means a 100% yield; for example, 0.34 means a 34% yield). (1) The reactants are [CH3:1][C:2]1[CH:7]=[CH:6][C:5]([N:8]2[CH2:13][CH2:12][O:11][CH2:10][CH2:9]2)=[C:4]([CH2:14][N:15]2[CH2:20][CH2:19][NH:18][CH2:17][CH2:16]2)[CH:3]=1.[C:21](=O)([O:30]N1C(=O)CCC1=O)[O:22][N:23]1[C:27](=[O:28])[CH2:26][CH2:25][C:24]1=[O:29].C(N(CC)CC)C. The product is [CH3:1][C:2]1[CH:7]=[CH:6][C:5]([N:8]2[CH2:9][CH2:10][O:11][CH2:12][CH2:13]2)=[C:4]([CH2:14][N:15]2[CH2:20][CH2:19][N:18]([C:21]([O:22][N:23]3[C:27](=[O:28])[CH2:26][CH2:25][C:24]3=[O:29])=[O:30])[CH2:17][CH2:16]2)[CH:3]=1. The catalyst is C(#N)C. The yield is 0.450. (2) The yield is 0.600. The catalyst is C(Cl)Cl. The product is [CH2:1]([N:3]1[CH2:8][CH2:7][C:6]2[C:9]([C:20]3[O:24][N:23]=[C:22]([CH3:25])[N:21]=3)=[C:10]([NH2:12])[S:11][C:5]=2[CH2:4]1)[CH3:2]. The reactants are [CH2:1]([N:3]1[CH2:8][CH2:7][C:6]2[C:9]([C:20]3[O:24][N:23]=[C:22]([CH3:25])[N:21]=3)=[C:10]([NH:12]C(=O)OC(C)(C)C)[S:11][C:5]=2[CH2:4]1)[CH3:2].FC(F)(F)C(O)=O.